This data is from Catalyst prediction with 721,799 reactions and 888 catalyst types from USPTO. The task is: Predict which catalyst facilitates the given reaction. (1) Reactant: [N+:1]([C:4]1[CH:5]=[C:6]([NH2:10])[CH:7]=[CH:8][CH:9]=1)([O-:3])=[O:2].[N:11]([O-])=O.[Na+].[ClH:15]. Product: [ClH:15].[N+:1]([C:4]1[CH:5]=[C:6]([NH:10][NH2:11])[CH:7]=[CH:8][CH:9]=1)([O-:3])=[O:2]. The catalyst class is: 6. (2) Reactant: [H-].[Na+].[C:3](=[O:8])([O:6][CH3:7])OC.[CH3:9][O:10][C:11](=[O:19])[CH2:12][C:13]1[S:14][CH:15]=[CH:16][C:17]=1[CH3:18].Cl. Product: [CH3:18][C:17]1[CH:16]=[CH:15][S:14][C:13]=1[CH:12]([C:3]([O:6][CH3:7])=[O:8])[C:11]([O:10][CH3:9])=[O:19]. The catalyst class is: 224. (3) Reactant: [H-].[H-].[H-].[H-].[Li+].[Al+3].[C:7]1([CH2:13][CH2:14][CH2:15][CH2:16][C:17](O)=[O:18])[CH:12]=[CH:11][CH:10]=[CH:9][CH:8]=1.O.[OH-].[K+]. Product: [C:7]1([CH2:13][CH2:14][CH2:15][CH2:16][CH2:17][OH:18])[CH:12]=[CH:11][CH:10]=[CH:9][CH:8]=1. The catalyst class is: 28.